From a dataset of Reaction yield outcomes from USPTO patents with 853,638 reactions. Predict the reaction yield, written as a fraction of the theoretical maximum amount of product (1.0 means a 100% yield; for example, 0.34 means a 34% yield). (1) The reactants are [CH2:1]([O:8][C:9](=[O:17])[NH:10][C@H:11]([CH3:16])[CH2:12][CH2:13][CH:14]=[CH2:15])[C:2]1[CH:7]=[CH:6][CH:5]=[CH:4][CH:3]=1.[H-].[Na+].[CH2:20](Br)[CH:21]=[CH2:22].Cl. The catalyst is CN(C=O)C.O. The product is [CH2:1]([O:8][C:9](=[O:17])[N:10]([CH2:22][CH:21]=[CH2:20])[C@H:11]([CH3:16])[CH2:12][CH2:13][CH:14]=[CH2:15])[C:2]1[CH:7]=[CH:6][CH:5]=[CH:4][CH:3]=1. The yield is 0.950. (2) The reactants are [CH2:1]([C:3]1([CH2:12][CH3:13])[O:7][C@@H:6]([CH:8]=[O:9])[C@@H:5]([CH:10]=[CH2:11])[O:4]1)[CH3:2].C([Mg]Br)=C.[NH4+].[Cl-].[Cr](Cl)([O-])(=O)=O.[NH+]1C=CC=CC=1. The product is [CH2:12]([C:3]1([CH2:1][CH3:2])[O:4][C@@H:5]2[CH:10]=[CH:11][C:8](=[O:9])[C@@H:6]2[O:7]1)[CH3:13]. The catalyst is C(Cl)Cl.CC1C=C(C)C(N2C(=[Ru](Cl)(Cl)=CC3C=CC=CC=3OC(C)C)N(C3C(C)=CC(C)=CC=3C)CC2)=C(C)C=1. The yield is 0.540. (3) The reactants are [CH2:1]([N:9]1[CH:13]=[C:12]([C:14]2[C:22]3[C:17](=[N:18][CH:19]=[C:20]([C:23]4[CH:24]=[N:25][C:26]([N:29]5[CH2:34][CH2:33][NH:32][CH2:31][CH2:30]5)=[CH:27][CH:28]=4)[CH:21]=3)[N:16]([S:35]([C:38]3[CH:44]=[CH:43][C:41]([CH3:42])=[CH:40][CH:39]=3)(=[O:37])=[O:36])[CH:15]=2)[CH:11]=[N:10]1)[CH2:2][C:3]1[CH:8]=[CH:7][CH:6]=[CH:5][CH:4]=1.[CH3:45][C@H:46]1[CH2:48][O:47]1.CCN(C(C)C)C(C)C. The catalyst is C(O)C. The product is [CH2:1]([N:9]1[CH:13]=[C:12]([C:14]2[C:22]3[C:17](=[N:18][CH:19]=[C:20]([C:23]4[CH:28]=[CH:27][C:26]([N:29]5[CH2:34][CH2:33][N:32]([CH2:45][C@@H:46]([OH:47])[CH3:48])[CH2:31][CH2:30]5)=[N:25][CH:24]=4)[CH:21]=3)[N:16]([S:35]([C:38]3[CH:39]=[CH:40][C:41]([CH3:42])=[CH:43][CH:44]=3)(=[O:36])=[O:37])[CH:15]=2)[CH:11]=[N:10]1)[CH2:2][C:3]1[CH:4]=[CH:5][CH:6]=[CH:7][CH:8]=1. The yield is 0.860.